From a dataset of Full USPTO retrosynthesis dataset with 1.9M reactions from patents (1976-2016). Predict the reactants needed to synthesize the given product. Given the product [CH3:29][C:30]1[S:31][C:32]([S:36]([NH:19][C@@H:6]2[CH2:5][CH2:4][C:3]3[C:8](=[C:9]([N:12]4[CH2:13][CH2:14][N:15]([CH3:18])[CH2:16][CH2:17]4)[CH:10]=[CH:11][C:2]=3[CH3:1])[CH2:7]2)(=[O:38])=[O:37])=[C:33]([CH3:35])[N:34]=1, predict the reactants needed to synthesize it. The reactants are: [CH3:1][C:2]1[CH:11]=[CH:10][C:9]([N:12]2[CH2:17][CH2:16][N:15]([CH3:18])[CH2:14][CH2:13]2)=[C:8]2[C:3]=1[CH2:4][CH2:5][C@@H:6]([NH2:19])[CH2:7]2.CCN(C(C)C)C(C)C.[CH3:29][C:30]1[S:31][C:32]([S:36](Cl)(=[O:38])=[O:37])=[C:33]([CH3:35])[N:34]=1.